From a dataset of Merck oncology drug combination screen with 23,052 pairs across 39 cell lines. Regression. Given two drug SMILES strings and cell line genomic features, predict the synergy score measuring deviation from expected non-interaction effect. (1) Drug 1: CCN(CC)CCNC(=O)c1c(C)[nH]c(C=C2C(=O)Nc3ccc(F)cc32)c1C. Drug 2: NC1CCCCC1N.O=C(O)C(=O)O.[Pt+2]. Cell line: RPMI7951. Synergy scores: synergy=-31.0. (2) Drug 2: Cn1c(=O)n(-c2ccc(C(C)(C)C#N)cc2)c2c3cc(-c4cnc5ccccc5c4)ccc3ncc21. Cell line: UACC62. Synergy scores: synergy=8.56. Drug 1: Nc1ccn(C2OC(CO)C(O)C2(F)F)c(=O)n1. (3) Drug 1: NC(=O)c1cccc2cn(-c3ccc(C4CCCNC4)cc3)nc12. Drug 2: CC(C)CC(NC(=O)C(Cc1ccccc1)NC(=O)c1cnccn1)B(O)O. Cell line: PA1. Synergy scores: synergy=-13.1. (4) Drug 1: CN(C)C(=N)N=C(N)N. Drug 2: N#Cc1ccc(Cn2cncc2CN2CCN(c3cccc(Cl)c3)C(=O)C2)cc1. Cell line: DLD1. Synergy scores: synergy=5.66. (5) Drug 1: COC12C(COC(N)=O)C3=C(C(=O)C(C)=C(N)C3=O)N1CC1NC12. Drug 2: COC1=C2CC(C)CC(OC)C(O)C(C)C=C(C)C(OC(N)=O)C(OC)C=CC=C(C)C(=O)NC(=CC1=O)C2=O. Cell line: COLO320DM. Synergy scores: synergy=5.27. (6) Drug 1: O=C(CCCCCCC(=O)Nc1ccccc1)NO. Drug 2: Cn1c(=O)n(-c2ccc(C(C)(C)C#N)cc2)c2c3cc(-c4cnc5ccccc5c4)ccc3ncc21. Cell line: EFM192B. Synergy scores: synergy=19.0. (7) Cell line: VCAP. Drug 1: CN1C(=O)C=CC2(C)C3CCC4(C)C(NC(=O)OCC(F)(F)F)CCC4C3CCC12. Drug 2: Cn1cc(-c2cnn3c(N)c(Br)c(C4CCCNC4)nc23)cn1. Synergy scores: synergy=41.2. (8) Drug 1: N#Cc1ccc(Cn2cncc2CN2CCN(c3cccc(Cl)c3)C(=O)C2)cc1. Drug 2: Nc1ccn(C2OC(CO)C(O)C2(F)F)c(=O)n1. Cell line: A2780. Synergy scores: synergy=-0.136. (9) Drug 1: CC1CC2C3CCC4=CC(=O)C=CC4(C)C3(F)C(O)CC2(C)C1(O)C(=O)CO. Drug 2: NC(=O)c1cccc2cn(-c3ccc(C4CCCNC4)cc3)nc12. Cell line: NCIH1650. Synergy scores: synergy=16.2. (10) Drug 1: C#Cc1cccc(Nc2ncnc3cc(OCCOC)c(OCCOC)cc23)c1. Drug 2: CC1(c2nc3c(C(N)=O)cccc3[nH]2)CCCN1. Cell line: KPL1. Synergy scores: synergy=-2.18.